Dataset: Catalyst prediction with 721,799 reactions and 888 catalyst types from USPTO. Task: Predict which catalyst facilitates the given reaction. (1) Reactant: [Cl:1][C:2]1[C:15]([Cl:16])=[CH:14][C:5]2[NH:6][C:7]([CH2:9][C:10]([F:13])([F:12])[F:11])=[N:8][C:4]=2[CH:3]=1.[C:17](=[O:20])([O-])[O-].[K+].[K+].CO[C:25]1[CH:26]=[C:27]([CH:30]=[C:31]([N+:33]([O-:35])=[O:34])[CH:32]=1)[CH2:28]Br. Product: [Cl:16][C:15]1[C:2]([Cl:1])=[CH:3][C:4]2[N:8]([CH2:28][C:27]3[CH:30]=[C:31]([N+:33]([O-:35])=[O:34])[CH:32]=[CH:25][C:26]=3[O:20][CH3:17])[C:7]([CH2:9][C:10]([F:12])([F:13])[F:11])=[N:6][C:5]=2[CH:14]=1. The catalyst class is: 3. (2) The catalyst class is: 62. Product: [CH3:1][O:2][C:3]([C:5]1[S:26][C:8]2=[C:9]([NH2:40])[N:10]=[CH:11][C:12]([C:13]3[CH:14]=[C:15]([C:19]4[CH:24]=[CH:23][CH:22]=[CH:21][CH:20]=4)[CH:16]=[CH:17][CH:18]=3)=[C:7]2[CH:6]=1)=[O:4]. Reactant: [CH3:1][O:2][C:3]([C:5]1[S:26][C:8]2=[C:9](Cl)[N:10]=[CH:11][C:12]([C:13]3[CH:14]=[C:15]([C:19]4[CH:24]=[CH:23][CH:22]=[CH:21][CH:20]=4)[CH:16]=[CH:17][CH:18]=3)=[C:7]2[CH:6]=1)=[O:4].C(=[NH:40])(C1C=CC=CC=1)C1C=CC=CC=1.C(=O)([O-])[O-].[Cs+].[Cs+].C1(P(C2C=CC=CC=2)C2C3OC4C(=CC=CC=4P(C4C=CC=CC=4)C4C=CC=CC=4)C(C)(C)C=3C=CC=2)C=CC=CC=1. (3) Reactant: [C:1]1(=O)[CH2:6][CH2:5][CH2:4][CH2:3][CH2:2]1.[N:8]1([CH2:14][CH2:15][NH2:16])[CH2:13][CH2:12][O:11][CH2:10][CH2:9]1.[BH3-]C#N.[Na+]. Product: [CH:1]1([NH:16][CH2:15][CH2:14][N:8]2[CH2:13][CH2:12][O:11][CH2:10][CH2:9]2)[CH2:6][CH2:5][CH2:4][CH2:3][CH2:2]1. The catalyst class is: 5. (4) Reactant: C[O:2][C:3]([C:5]1[C:6]([OH:31])=[C:7]2[C:12](=[C:13]([C:15]#[N:16])[N:14]=1)[N:11]([CH2:17][C:18]1[CH:23]=[CH:22][CH:21]=[CH:20][CH:19]=1)[C:10](=[O:24])[C:9]([C:25]1[CH:30]=[CH:29][CH:28]=[CH:27][CH:26]=1)=[CH:8]2)=O.[CH3:32][NH2:33].O. Product: [CH3:32][NH:33][C:3]([C:5]1[C:6]([OH:31])=[C:7]2[C:12](=[C:13]([C:15]#[N:16])[N:14]=1)[N:11]([CH2:17][C:18]1[CH:23]=[CH:22][CH:21]=[CH:20][CH:19]=1)[C:10](=[O:24])[C:9]([C:25]1[CH:26]=[CH:27][CH:28]=[CH:29][CH:30]=1)=[CH:8]2)=[O:2]. The catalyst class is: 14. (5) Reactant: [C:1]([O:5][C:6](=[O:16])[NH:7][C:8]1[CH:9]=[N:10][C:11]([CH2:14]O)=[CH:12][CH:13]=1)([CH3:4])([CH3:3])[CH3:2].[N-:17]=[N+:18]=[N-:19].[Na+].C(Br)(Br)(Br)Br.C1(P(C2C=CC=CC=2)C2C=CC=CC=2)C=CC=CC=1.C([O-])(O)=O.[Na+]. Product: [C:1]([O:5][C:6](=[O:16])[NH:7][C:8]1[CH:9]=[N:10][C:11]([CH2:14][N:17]=[N+:18]=[N-:19])=[CH:12][CH:13]=1)([CH3:4])([CH3:3])[CH3:2]. The catalyst class is: 39.